Dataset: Forward reaction prediction with 1.9M reactions from USPTO patents (1976-2016). Task: Predict the product of the given reaction. (1) Given the reactants N1C2C(=CC=CC=2)CC=1.[C:10](#[N:17])[C:11]1[CH:16]=[CH:15][CH:14]=[CH:13][CH:12]=1.C([O:25][N:26]=[C:27]1[C:35]2([CH2:40][CH2:39][CH2:38][CH2:37][CH2:36]2)[C:34]2[C:29](=[CH:30][CH:31]=[C:32](Br)[CH:33]=2)[NH:28]1)C1C=CC=CC=1.C(C1C=C(B(O)O)C=CC=1)#N, predict the reaction product. The product is: [C:10]([C:11]1[CH:16]=[C:15]([C:32]2[CH:33]=[C:34]3[C:29](=[CH:30][CH:31]=2)[NH:28][C:27](=[N:26][OH:25])[C:35]23[CH2:40][CH2:39][CH2:38][CH2:37][CH2:36]2)[CH:14]=[CH:13][CH:12]=1)#[N:17]. (2) Given the reactants [C:1]([C:5]1[CH:11]=[CH:10][C:8]([NH2:9])=[CH:7][CH:6]=1)([CH3:4])([CH3:3])[CH3:2].O.[C:13]([OH:17])(=[O:16])[CH:14]=O.[Br:18][C:19]1[CH:24]=[CH:23][C:22](B(O)O)=[CH:21][CH:20]=1.Cl[CH:29](Cl)C, predict the reaction product. The product is: [CH3:29][O:17][C:13](=[O:16])[CH:14]([C:22]1[CH:23]=[CH:24][C:19]([Br:18])=[CH:20][CH:21]=1)[NH:9][C:8]1[CH:7]=[CH:6][C:5]([C:1]([CH3:4])([CH3:2])[CH3:3])=[CH:11][CH:10]=1. (3) Given the reactants Br[CH:2]1[CH2:7][CH2:6][CH2:5][CH2:4][CH2:3]1.C([Li])(C)(C)C.I[C:14]1[CH:19]=[C:18]([O:20][CH3:21])[C:17]([O:22][CH:23]([CH3:25])[CH3:24])=[CH:16][C:15]=1[C:26](=[O:28])[CH3:27].C(Cl)Cl, predict the reaction product. The product is: [CH:2]1([C:14]2[CH:19]=[C:18]([O:20][CH3:21])[C:17]([O:22][CH:23]([CH3:25])[CH3:24])=[CH:16][C:15]=2[C:26](=[O:28])[CH3:27])[CH2:7][CH2:6][CH2:5][CH2:4][CH2:3]1.